This data is from Forward reaction prediction with 1.9M reactions from USPTO patents (1976-2016). The task is: Predict the product of the given reaction. (1) Given the reactants Cl[C:2]1[CH:7]=[C:6]([C:8]2[C:13]([CH3:14])=[CH:12][CH:11]=[CH:10][N:9]=2)[C:5]([Cl:15])=[CH:4][N:3]=1.[CH:16]1([NH:19][C:20]2[N:21]=[CH:22][C:23]3[CH2:29][NH:28][CH2:27][CH2:26][C:24]=3[N:25]=2)[CH2:18][CH2:17]1.CCOC(C)=O.O, predict the reaction product. The product is: [Cl:15][C:5]1[C:6]([C:8]2[C:13]([CH3:14])=[CH:12][CH:11]=[CH:10][N:9]=2)=[CH:7][C:2]([N:28]2[CH2:27][CH2:26][C:24]3[N:25]=[C:20]([NH:19][CH:16]4[CH2:17][CH2:18]4)[N:21]=[CH:22][C:23]=3[CH2:29]2)=[N:3][CH:4]=1. (2) Given the reactants [CH:1]([C:3]1[C:11]2[C:6](=[N:7][CH:8]=[C:9]([C:12]3[CH:13]=[C:14]([NH:18][C:19](=[O:22])[CH2:20][CH3:21])[CH:15]=[N:16][CH:17]=3)[CH:10]=2)[N:5](C2CCCCO2)[N:4]=1)=O.[S].[N:30]1[CH:35]=[C:34]([NH2:36])[C:33]([NH2:37])=[C:32]([C:38]2[CH:39]=[N:40][CH:41]=[CH:42][CH:43]=2)[CH:31]=1.C([SiH](CC)CC)C.C(O)(C(F)(F)F)=O, predict the reaction product. The product is: [N:40]1[CH:41]=[CH:42][CH:43]=[C:38]([C:32]2[C:33]3[N:37]=[C:1]([C:3]4[C:11]5[C:6](=[N:7][CH:8]=[C:9]([C:12]6[CH:13]=[C:14]([NH:18][C:19](=[O:22])[CH2:20][CH3:21])[CH:15]=[N:16][CH:17]=6)[CH:10]=5)[NH:5][N:4]=4)[NH:36][C:34]=3[CH:35]=[N:30][CH:31]=2)[CH:39]=1. (3) Given the reactants [CH3:1][N:2]1[C:6]([S:7][C:8]2[CH:9]=[C:10]([OH:14])C=C[CH:13]=2)=[C:5]([CH3:15])[C:4]([CH3:16])=[N:3]1.S(Cl)([Cl:20])(=O)=O.Cl[CH2:23][CH2:24][Cl:25], predict the reaction product. The product is: [Cl:25][C:24]1[CH:23]=[C:13]([Cl:20])[C:8]([S:7][C:6]2[N:2]([CH3:1])[N:3]=[C:4]([CH3:16])[C:5]=2[CH3:15])=[CH:9][C:10]=1[OH:14]. (4) Given the reactants C[C:2]1([CH3:29])C(C)(C)OB([C:9]2[CH:14]=[CH:13][C:12]([NH:15][C:16]3[C:20]4[CH:21]=[CH:22][C:23]([C:25]([F:28])([F:27])[F:26])=[CH:24][C:19]=4[O:18][N:17]=3)=[CH:11][CH:10]=2)[O:3]1.I[C:31]1[C:39]2[C:34](=[N:35][CH:36]=[N:37][C:38]=2[NH2:40])[N:33]([C@H:41]2[CH2:46][CH2:45][C@H:44]([N:47]3[CH2:52][CH2:51][N:50]([CH3:53])[CH2:49][CH2:48]3)[CH2:43][CH2:42]2)[N:32]=1.C(=O)([O-])[O-:55].[Na+].[Na+], predict the reaction product. The product is: [C:2]([OH:55])(=[O:3])[CH3:29].[NH2:40][C:38]1[N:37]=[CH:36][N:35]=[C:34]2[N:33]([C@H:41]3[CH2:46][CH2:45][C@H:44]([N:47]4[CH2:52][CH2:51][N:50]([CH3:53])[CH2:49][CH2:48]4)[CH2:43][CH2:42]3)[N:32]=[C:31]([C:9]3[CH:10]=[CH:11][C:12]([NH:15][C:16]4[C:20]5[CH:21]=[CH:22][C:23]([C:25]([F:27])([F:28])[F:26])=[CH:24][C:19]=5[O:18][N:17]=4)=[CH:13][CH:14]=3)[C:39]=12.